Binary Classification. Given a miRNA mature sequence and a target amino acid sequence, predict their likelihood of interaction. From a dataset of Experimentally validated miRNA-target interactions with 360,000+ pairs, plus equal number of negative samples. The miRNA is mmu-miR-224-5p with sequence UAAGUCACUAGUGGUUCCGUU. The protein sequence of the target gene is MAGLSGAQIPDGEFTAVVYRLIRNARYAEAVQLLGGELQRSPRSRAGLSLLGYCYYRLQEFALAAECYEQLGQLHPELEQYRLYQAQALYKACLYAEATRVAFLLLDNPAYHSRVLRLQAAIKYSEGDLPGSRSLVEQLPSREGGEESGGENETDGQINLGCLLYKEGQYEAACSKFFAALQASGYQPDLSYNLALAYYSSRQYASALKHIAEIIERGIRQHPELGVGMTTEGIDVRSVGNTLVLHQTALVEAFNLKAAIEYQLRNYEAAQEALTDMPPRAEEELDPVTLHNQALMNMDA.... Result: 0 (no interaction).